From a dataset of Reaction yield outcomes from USPTO patents with 853,638 reactions. Predict the reaction yield, written as a fraction of the theoretical maximum amount of product (1.0 means a 100% yield; for example, 0.34 means a 34% yield). The reactants are Br[C:2]1[CH:3]=[N:4][CH:5]=[C:6]([F:8])[CH:7]=1.[C:9](=[O:16])([O:11][C:12]([CH3:15])([CH3:14])[CH3:13])[NH2:10].C([O-])([O-])=O.[Cs+].[Cs+]. The catalyst is O1CCOCC1.O.C1C=CC(/C=C/C(/C=C/C2C=CC=CC=2)=O)=CC=1.C1C=CC(/C=C/C(/C=C/C2C=CC=CC=2)=O)=CC=1.C1C=CC(/C=C/C(/C=C/C2C=CC=CC=2)=O)=CC=1.[Pd].[Pd].CC1(C)C2C(=C(P(C3C=CC=CC=3)C3C=CC=CC=3)C=CC=2)OC2C(P(C3C=CC=CC=3)C3C=CC=CC=3)=CC=CC1=2. The product is [F:8][C:6]1[CH:7]=[C:2]([NH:10][C:9](=[O:16])[O:11][C:12]([CH3:15])([CH3:14])[CH3:13])[CH:3]=[N:4][CH:5]=1. The yield is 0.860.